This data is from Reaction yield outcomes from USPTO patents with 853,638 reactions. The task is: Predict the reaction yield, written as a fraction of the theoretical maximum amount of product (1.0 means a 100% yield; for example, 0.34 means a 34% yield). The reactants are [C:1]1([CH2:7][C:8](=[O:12])[C:9]([OH:11])=[O:10])[CH:6]=[CH:5][CH:4]=[CH:3][CH:2]=1.[Br:13]Br. The catalyst is CC(O)=O. The product is [Br:13][CH:7]([C:1]1[CH:6]=[CH:5][CH:4]=[CH:3][CH:2]=1)[C:8](=[O:12])[C:9]([OH:11])=[O:10]. The yield is 0.110.